This data is from Full USPTO retrosynthesis dataset with 1.9M reactions from patents (1976-2016). The task is: Predict the reactants needed to synthesize the given product. (1) Given the product [O:20]1[C:24]2[CH:25]=[CH:26][C:27]([CH2:29][CH2:30][C:31]([NH:54][CH:45]3[CH2:46][C:47]4[C:52](=[CH:51][CH:50]=[C:49]([Cl:53])[CH:48]=4)[N:43]([CH2:36][C:37]4[CH:38]=[CH:39][CH:40]=[CH:41][CH:42]=4)[CH2:44]3)=[O:33])=[CH:28][C:23]=2[O:22][CH2:21]1, predict the reactants needed to synthesize it. The reactants are: CC(C)N=C=NC(C)C.C1C=CC2N(O)N=NC=2C=1.[O:20]1[C:24]2[CH:25]=[CH:26][C:27]([CH2:29][CH2:30][C:31]([OH:33])=O)=[CH:28][C:23]=2[O:22][CH2:21]1.Cl.Cl.[CH2:36]([N:43]1[C:52]2[C:47](=[CH:48][C:49]([Cl:53])=[CH:50][CH:51]=2)[CH2:46][CH:45]([NH2:54])[CH2:44]1)[C:37]1[CH:42]=[CH:41][CH:40]=[CH:39][CH:38]=1. (2) Given the product [N:24]([CH2:2][CH2:3][CH2:4][S:5]([O:8][CH2:9][C:10]([CH3:23])([CH3:22])[C@@H:11]([O:14][CH2:15][C:16]1[CH:21]=[CH:20][CH:19]=[CH:18][CH:17]=1)[CH:12]=[CH2:13])(=[O:7])=[O:6])=[N+:25]=[N-:26], predict the reactants needed to synthesize it. The reactants are: Cl[CH2:2][CH2:3][CH2:4][S:5]([O:8][CH2:9][C:10]([CH3:23])([CH3:22])[C@@H:11]([O:14][CH2:15][C:16]1[CH:21]=[CH:20][CH:19]=[CH:18][CH:17]=1)[CH:12]=[CH2:13])(=[O:7])=[O:6].[N-:24]=[N+:25]=[N-:26].[Na+]. (3) Given the product [F:21][C:16]1[CH:15]=[C:14]([C:5]2[CH:4]=[C:3]3[C:8](=[CH:7][CH:6]=2)[N:9]=[CH:10][N:11]=[C:1]3[NH:2][C:27]2[CH:28]=[CH:29][C:30]([N:31]3[CH:8]=[N:9][CH:10]=[N:11]3)=[CH:32][CH:33]=2)[CH:19]=[CH:18][C:17]=1[F:20], predict the reactants needed to synthesize it. The reactants are: [C:1]([C:3]1[CH:4]=[C:5]([C:14]2[CH:19]=[CH:18][C:17]([F:20])=[C:16]([F:21])[CH:15]=2)[CH:6]=[CH:7][C:8]=1[N:9]=[CH:10][N:11](C)C)#[N:2].N1C=C([C:27]2[CH:33]=[CH:32][C:30]([NH2:31])=[CH:29][CH:28]=2)N=N1. (4) The reactants are: [CH3:1][C:2]([C:9]1[CH:22]=[CH:21][C:12]([O:13][CH2:14][C@H:15]2[O:19][C:18]([NH2:20])=[N:17][CH2:16]2)=[CH:11][CH:10]=1)([CH3:8])[CH2:3][C:4]([CH3:7])([CH3:6])[CH3:5].C([O:25][C:26](=O)[C:27]#[C:28][CH3:29])C. Given the product [CH3:29][C:28]1[N:17]2[CH2:16][C@@H:15]([CH2:14][O:13][C:12]3[CH:21]=[CH:22][C:9]([C:2]([CH3:1])([CH3:8])[CH2:3][C:4]([CH3:5])([CH3:6])[CH3:7])=[CH:10][CH:11]=3)[O:19][C:18]2=[N:20][C:26](=[O:25])[CH:27]=1, predict the reactants needed to synthesize it. (5) Given the product [CH:4]12[N:7]([C:8]([C:10]3[N:11]=[C:12]([C:33]([N:40]4[CH2:41][CH2:42][NH:37][C:38](=[O:43])[CH2:39]4)=[O:34])[S:13][C:14]=3[C:15]3[CH:20]=[CH:19][C:18]([C:21]([OH:30])([C:26]([F:29])([F:28])[F:27])[C:22]([F:24])([F:23])[F:25])=[C:17]([Cl:31])[C:16]=3[Cl:32])=[O:9])[CH:1]([CH2:2][CH2:3]1)[CH2:6][CH2:5]2, predict the reactants needed to synthesize it. The reactants are: [CH:1]12[N:7]([C:8]([C:10]3[N:11]=[C:12]([C:33]([O-])=[O:34])[S:13][C:14]=3[C:15]3[CH:20]=[CH:19][C:18]([C:21]([OH:30])([C:26]([F:29])([F:28])[F:27])[C:22]([F:25])([F:24])[F:23])=[C:17]([Cl:31])[C:16]=3[Cl:32])=[O:9])[CH:4]([CH2:5][CH2:6]1)[CH2:3][CH2:2]2.[Li+].[NH:37]1[CH2:42][CH2:41][NH:40][CH2:39][C:38]1=[O:43]. (6) Given the product [OH:12][CH2:11][C:8]1[CH:9]=[C:10]2[C:5]([C:4]([CH3:15])([CH3:14])[C:3](=[O:16])[N:2]2[CH3:1])=[CH:6][CH:7]=1, predict the reactants needed to synthesize it. The reactants are: [CH3:1][N:2]1[C:10]2[C:5](=[CH:6][CH:7]=[C:8]([C:11](O)=[O:12])[CH:9]=2)[C:4]([CH3:15])([CH3:14])[C:3]1=[O:16].O1CCCC1.B. (7) Given the product [CH2:15]([O:14][C:12]1[CH:11]=[C:10]2[C:5]([CH:6]=[CH:7][C:8](=[O:22])[NH:9]2)=[C:4]([C:1](=[O:3])[CH2:2][Cl:23])[CH:13]=1)[C:16]1[CH:21]=[CH:20][CH:19]=[CH:18][CH:17]=1, predict the reactants needed to synthesize it. The reactants are: [C:1]([C:4]1[CH:13]=[C:12]([O:14][CH2:15][C:16]2[CH:21]=[CH:20][CH:19]=[CH:18][CH:17]=2)[CH:11]=[C:10]2[C:5]=1[CH:6]=[CH:7][C:8](=[O:22])[NH:9]2)(=[O:3])[CH3:2].[Cl:23]CCCl. (8) Given the product [F:16][C:2]1([F:1])[CH2:3][CH:4]([C:6]([CH:22]2[C:23](=[O:24])[O:25][C:18]([CH3:26])([CH3:17])[O:19][C:20]2=[O:21])=[O:8])[CH2:5]1, predict the reactants needed to synthesize it. The reactants are: [F:1][C:2]1([F:16])[CH2:5][CH:4]([C:6]([O:8]CC2C=CC=CC=2)=O)[CH2:3]1.[CH3:17][C:18]1([CH3:26])[O:25][C:23](=[O:24])[CH2:22][C:20](=[O:21])[O:19]1.CCN=C=NCCCN(C)C.O.